This data is from Catalyst prediction with 721,799 reactions and 888 catalyst types from USPTO. The task is: Predict which catalyst facilitates the given reaction. (1) Reactant: O[CH2:2][C:3]1[CH:16]=[CH:15][C:6]([CH2:7][N:8]2[CH:13]=[CH:12][CH:11]=[CH:10][C:9]2=[O:14])=[CH:5][CH:4]=1.P(Br)(Br)[Br:18]. Product: [Br:18][CH2:2][C:3]1[CH:16]=[CH:15][C:6]([CH2:7][N:8]2[CH:13]=[CH:12][CH:11]=[CH:10][C:9]2=[O:14])=[CH:5][CH:4]=1. The catalyst class is: 366. (2) Reactant: [Cl:1][C:2]1[CH:7]=[CH:6][CH:5]=[CH:4][C:3]=1[C:8]1([OH:14])[CH2:13][CH2:12][NH:11][CH2:10][CH2:9]1.N1C(C)=CC=CC=1C.[I-].[K+].Br[CH2:26][CH2:27][CH:28]=[C:29]1[C:35]2[CH:36]=[CH:37][CH:38]=[N:39][C:34]=2[CH2:33][O:32][C:31]2[CH:40]=[CH:41][C:42]([C:44]([OH:47])([CH3:46])[CH3:45])=[CH:43][C:30]1=2. Product: [Cl:1][C:2]1[CH:7]=[CH:6][CH:5]=[CH:4][C:3]=1[C:8]1([OH:14])[CH2:9][CH2:10][N:11]([CH2:26][CH2:27][CH:28]=[C:29]2[C:35]3[CH:36]=[CH:37][CH:38]=[N:39][C:34]=3[CH2:33][O:32][C:31]3[CH:40]=[CH:41][C:42]([C:44]([OH:47])([CH3:46])[CH3:45])=[CH:43][C:30]2=3)[CH2:12][CH2:13]1. The catalyst class is: 32. (3) Reactant: [CH3:1][CH:2]([O:4][C:5]1[CH:6]=[C:7]([O:25][C:26]2[CH:31]=[CH:30][C:29]([S:32]([CH3:35])(=[O:34])=[O:33])=[CH:28][N:27]=2)[CH:8]=[C:9]2[C:13]=1[NH:12][C:11]([C:14]1[S:15][CH:16]([CH2:19][C:20](OCC)=[O:21])[CH2:17][N:18]=1)=[CH:10]2)[CH3:3].O1CCCC1.CO.[BH4-].[Li+]. Product: [CH3:3][CH:2]([O:4][C:5]1[CH:6]=[C:7]([O:25][C:26]2[CH:31]=[CH:30][C:29]([S:32]([CH3:35])(=[O:34])=[O:33])=[CH:28][N:27]=2)[CH:8]=[C:9]2[C:13]=1[NH:12][C:11]([C:14]1[S:15][CH:16]([CH2:19][CH2:20][OH:21])[CH2:17][N:18]=1)=[CH:10]2)[CH3:1]. The catalyst class is: 6. (4) Reactant: [CH3:1][O:2][C:3]1[CH:25]=[CH:24][C:6]([CH2:7][N:8]2[C:14](=[O:15])[C:13]3[CH:16]=[CH:17][C:18]([C:20](OC)=[O:21])=[CH:19][C:12]=3[O:11][CH2:10][CH2:9]2)=[CH:5][CH:4]=1.[NH2:26][OH:27].[OH-].[Na+].Cl. Product: [OH:27][NH:26][C:20]([C:18]1[CH:17]=[CH:16][C:13]2[C:14](=[O:15])[N:8]([CH2:7][C:6]3[CH:24]=[CH:25][C:3]([O:2][CH3:1])=[CH:4][CH:5]=3)[CH2:9][CH2:10][O:11][C:12]=2[CH:19]=1)=[O:21]. The catalyst class is: 92. (5) Reactant: [OH-].[K+].[F:3][C:4]1[CH:5]=[C:6]2[C:11](=[C:12]([F:21])[C:13]=1[N:14]1[CH2:19][CH2:18][N:17]([CH3:20])[CH2:16][CH2:15]1)[N:10]([C@@H:22]([CH3:25])[CH2:23][OH:24])[CH:9]=[C:8]([C:26]([O:28]CC)=[O:27])[C:7]2=[O:31].C(O)(=O)C. Product: [F:3][C:4]1[CH:5]=[C:6]2[C:11](=[C:12]([F:21])[C:13]=1[N:14]1[CH2:15][CH2:16][N:17]([CH3:20])[CH2:18][CH2:19]1)[N:10]([C@@H:22]([CH3:25])[CH2:23][OH:24])[CH:9]=[C:8]([C:26]([OH:28])=[O:27])[C:7]2=[O:31]. The catalyst class is: 8. (6) Reactant: [N:1]1([C:7]([O:9][C:10]([CH3:13])([CH3:12])[CH3:11])=[O:8])[CH2:6][CH2:5][NH:4][CH2:3][CH2:2]1.CCN(C(C)C)C(C)C.[Br:23][C:24]1[CH:29]=[CH:28][C:27]([C:30]([F:33])([F:32])[F:31])=[CH:26][C:25]=1[S:34](Cl)(=[O:36])=[O:35]. Product: [Br:23][C:24]1[CH:29]=[CH:28][C:27]([C:30]([F:32])([F:31])[F:33])=[CH:26][C:25]=1[S:34]([N:4]1[CH2:5][CH2:6][N:1]([C:7]([O:9][C:10]([CH3:13])([CH3:12])[CH3:11])=[O:8])[CH2:2][CH2:3]1)(=[O:36])=[O:35]. The catalyst class is: 2. (7) Reactant: [C:1](Cl)(=[O:13])[CH2:2][CH2:3][CH2:4][CH2:5][CH2:6][CH2:7][CH2:8][CH2:9][CH2:10][CH2:11][CH3:12].C(N(CC)CC)C.[CH3:22][N:23]([CH2:25][CH:26]([OH:28])[CH3:27])[CH3:24]. Product: [C:1]([O:28][CH:26]([CH3:27])[CH2:25][N:23]([CH3:24])[CH3:22])(=[O:13])[CH2:2][CH2:3][CH2:4][CH2:5][CH2:6][CH2:7][CH2:8][CH2:9][CH2:10][CH2:11][CH3:12]. The catalyst class is: 22. (8) Reactant: [O:1]([C:3]1[CH:4]=[C:5]([NH:9][C:10]2[N:15]=[C:14]([NH:16][C:17]3[CH:18]=[C:19]4[C:23](=[CH:24][CH:25]=3)[NH:22][C:21]([CH3:26])=[CH:20]4)[CH:13]=[CH:12][N:11]=2)[CH:6]=[CH:7][CH:8]=1)C.B(Br)(Br)Br. Product: [CH3:26][C:21]1[NH:22][C:23]2[C:19]([CH:20]=1)=[CH:18][C:17]([NH:16][C:14]1[CH:13]=[CH:12][N:11]=[C:10]([NH:9][C:5]3[CH:4]=[C:3]([OH:1])[CH:8]=[CH:7][CH:6]=3)[N:15]=1)=[CH:25][CH:24]=2. The catalyst class is: 2.